From a dataset of Kir2.1 potassium channel HTS with 301,493 compounds. Binary Classification. Given a drug SMILES string, predict its activity (active/inactive) in a high-throughput screening assay against a specified biological target. (1) The drug is Fc1c(NC(=O)/C(=C\c2c([nH]c(c2)C)C)C#N)cccc1. The result is 0 (inactive). (2) The molecule is Clc1ccc(C(=O)Nc2nc3c(cc2)cccc3)cc1. The result is 0 (inactive). (3) The compound is S(c1n(N)c(nn1)c1ccc(cc1)C)CC(OC(C)C)=O. The result is 0 (inactive). (4) The drug is S(c1c2c(n(CC)c(=O)c1)cccc2)CC(=O)NCc1cc2OCOc2cc1. The result is 0 (inactive). (5) The result is 0 (inactive). The compound is O=C(NC1CCCC1)C1(N(c2c(n(n(c2=O)c2ccccc2)C)C)C(=O)c2nccnc2)CCCCC1. (6) The drug is S(Cc1noc(c1C(=O)NCCC)C(=O)NCCC)c1ncccc1. The result is 0 (inactive). (7) The drug is O=C(NCCc1[nH]c2c(n1)cccc2)c1cc([N+]([O-])=O)cc([N+]([O-])=O)c1. The result is 0 (inactive).